Dataset: Reaction yield outcomes from USPTO patents with 853,638 reactions. Task: Predict the reaction yield, written as a fraction of the theoretical maximum amount of product (1.0 means a 100% yield; for example, 0.34 means a 34% yield). (1) The reactants are [OH:1][C:2]1[CH:7]=[CH:6][C:5](B(O)O)=[C:4]([CH3:11])[CH:3]=1.I[C:13]1[C:21]2[C:16](=[N:17][CH:18]=[N:19][C:20]=2[NH2:22])[N:15]([CH:23]([CH3:25])[CH3:24])[N:14]=1.C([O-])([O-])=O.[Na+].[Na+]. The catalyst is CCO.COCCOC.C1C=CC([P]([Pd]([P](C2C=CC=CC=2)(C2C=CC=CC=2)C2C=CC=CC=2)([P](C2C=CC=CC=2)(C2C=CC=CC=2)C2C=CC=CC=2)[P](C2C=CC=CC=2)(C2C=CC=CC=2)C2C=CC=CC=2)(C2C=CC=CC=2)C2C=CC=CC=2)=CC=1. The product is [NH2:22][C:20]1[N:19]=[CH:18][N:17]=[C:16]2[N:15]([CH:23]([CH3:25])[CH3:24])[N:14]=[C:13]([C:5]3[CH:6]=[CH:7][C:2]([OH:1])=[CH:3][C:4]=3[CH3:11])[C:21]=12. The yield is 0.220. (2) The reactants are [NH:1]1[C:9]2[C:4](=[CH:5][CH:6]=[CH:7][CH:8]=2)[C:3]([NH2:10])=[N:2]1.[OH-].[K+].Cl.Cl[CH2:15][C:16]1[N:17]=[C:18]([CH3:21])[S:19][CH:20]=1.[H-].[Na+]. The catalyst is CS(C)=O.O. The product is [CH3:21][C:18]1[S:19][CH:20]=[C:16]([CH2:15][N:1]2[C:9]3[C:4](=[CH:5][CH:6]=[CH:7][CH:8]=3)[C:3]([NH2:10])=[N:2]2)[N:17]=1. The yield is 0.770. (3) The reactants are [CH3:1][O:2][C:3]1[CH:4]=[C:5]([C@@:27]2([OH:34])[CH2:32][CH2:31][NH:30][CH2:29][C@@H:28]2[OH:33])[CH:6]=[CH:7][C:8]=1[NH:9][C:10]1[N:15]=[CH:14][C:13]2=[CH:16][CH:17]=[C:18]([C:19]3[CH:24]=[CH:23][CH:22]=[CH:21][C:20]=3[O:25][CH3:26])[N:12]2[N:11]=1.[F:35][CH2:36][CH2:37]I.C(=O)(O)[O-].[Na+].C(#N)C. No catalyst specified. The product is [F:35][CH2:36][CH2:37][N:30]1[CH2:31][CH2:32][C@@:27]([C:5]2[CH:6]=[CH:7][C:8]([NH:9][C:10]3[N:15]=[CH:14][C:13]4=[CH:16][CH:17]=[C:18]([C:19]5[CH:24]=[CH:23][CH:22]=[CH:21][C:20]=5[O:25][CH3:26])[N:12]4[N:11]=3)=[C:3]([O:2][CH3:1])[CH:4]=2)([OH:34])[C@@H:28]([OH:33])[CH2:29]1. The yield is 0.410.